Dataset: Reaction yield outcomes from USPTO patents with 853,638 reactions. Task: Predict the reaction yield, written as a fraction of the theoretical maximum amount of product (1.0 means a 100% yield; for example, 0.34 means a 34% yield). (1) The reactants are Cl[C:2]1[C:3]([C:12]([F:15])([F:14])[F:13])=[CH:4][C:5]([N+:9]([O-:11])=[O:10])=[C:6]([NH2:8])[CH:7]=1.[F:16][C:17]([F:21])([F:20])[CH2:18][OH:19].[OH-].[K+].Cl. The catalyst is CS(C)=O.O. The product is [N+:9]([C:5]1[CH:4]=[C:3]([C:12]([F:15])([F:14])[F:13])[C:2]([O:19][CH2:18][C:17]([F:21])([F:20])[F:16])=[CH:7][C:6]=1[NH2:8])([O-:11])=[O:10]. The yield is 0.980. (2) The reactants are [NH2:1][CH:2]1[CH:7]([O:8][CH2:9][C:10]2[CH:15]=[CH:14][CH:13]=[CH:12][CH:11]=2)[CH:6]([O:16][CH2:17][C:18]2[CH:23]=[CH:22][CH:21]=[CH:20][CH:19]=2)[CH:5]([CH2:24][O:25][CH2:26][C:27]2[CH:32]=[CH:31][CH:30]=[CH:29][CH:28]=2)[CH2:4][CH:3]1[OH:33].Cl.[C:35](=N)(OC)[CH3:36]. The catalyst is C(Cl)Cl. The product is [CH2:9]([O:8][CH:7]1[CH:2]2[N:1]=[C:35]([CH3:36])[O:33][CH:3]2[CH2:4][CH:5]([CH2:24][O:25][CH2:26][C:27]2[CH:32]=[CH:31][CH:30]=[CH:29][CH:28]=2)[CH:6]1[O:16][CH2:17][C:18]1[CH:19]=[CH:20][CH:21]=[CH:22][CH:23]=1)[C:10]1[CH:11]=[CH:12][CH:13]=[CH:14][CH:15]=1. The yield is 0.450. (3) The reactants are Cl.[NH2:2][C@@H:3]1[C:9](=[O:10])[N:8]([CH2:11][C:12]2[C:21]3[C:16](=[CH:17][CH:18]=[CH:19][CH:20]=3)[CH:15]=[CH:14][C:13]=2[CH3:22])[C:7]2[CH:23]=[CH:24][C:25]([C:27]#[N:28])=[CH:26][C:6]=2[N:5]([C:29](=[O:35])[CH2:30][S:31]([CH3:34])(=[O:33])=[O:32])[C@H:4]1[CH3:36].[C:37]([O:41][C:42]([N:44]([CH2:50][CH3:51])[C@@H:45]([CH3:49])[C:46](O)=[O:47])=[O:43])([CH3:40])([CH3:39])[CH3:38].C(N(CC)C(C)C)(C)C.CN(C(ON1N=NC2C=CC=CC1=2)=[N+](C)C)C.F[P-](F)(F)(F)(F)F. The catalyst is CN(C=O)C. The product is [C:27]([C:25]1[CH:24]=[CH:23][C:7]2[N:8]([CH2:11][C:12]3[C:21]4[C:16](=[CH:17][CH:18]=[CH:19][CH:20]=4)[CH:15]=[CH:14][C:13]=3[CH3:22])[C:9](=[O:10])[C@@H:3]([NH:2][C:46](=[O:47])[C@@H:45]([N:44]([CH2:50][CH3:51])[C:42](=[O:43])[O:41][C:37]([CH3:38])([CH3:40])[CH3:39])[CH3:49])[C@H:4]([CH3:36])[N:5]([C:29](=[O:35])[CH2:30][S:31]([CH3:34])(=[O:33])=[O:32])[C:6]=2[CH:26]=1)#[N:28]. The yield is 0.800.